From a dataset of Catalyst prediction with 721,799 reactions and 888 catalyst types from USPTO. Predict which catalyst facilitates the given reaction. (1) Reactant: F[C:2]1[CH:11]=[CH:10][C:5]([C:6]([O:8][CH3:9])=[O:7])=[C:4]([O:12][CH2:13][O:14][CH3:15])[CH:3]=1.CS(C)=O.[CH2:20]([S-:22])[CH3:21].[Na+]. Product: [CH2:20]([S:22][C:2]1[CH:11]=[CH:10][C:5]([C:6]([O:8][CH3:9])=[O:7])=[C:4]([O:12][CH2:13][O:14][CH3:15])[CH:3]=1)[CH3:21]. The catalyst class is: 6. (2) Reactant: [C:1](Cl)(=[O:8])[C:2]1[CH:7]=[CH:6][CH:5]=[CH:4][CH:3]=1.[OH:10][CH2:11][C:12]1([C:18]([O:20][CH2:21][CH3:22])=[O:19])[CH2:17][CH:16]=[CH:15][CH2:14][O:13]1. The catalyst class is: 2. Product: [C:1]([O:10][CH2:11][C:12]1([C:18]([O:20][CH2:21][CH3:22])=[O:19])[CH2:17][CH:16]=[CH:15][CH2:14][O:13]1)(=[O:8])[C:2]1[CH:7]=[CH:6][CH:5]=[CH:4][CH:3]=1. (3) Reactant: [N:1]1([C:7]2[CH:16]=[CH:15][C:14]([NH:17][S:18]([C:21]3[CH:26]=[CH:25][CH:24]=[CH:23][C:22]=3[N+:27]([O-])=O)(=[O:20])=[O:19])=[C:13]3[C:8]=2[CH:9]=[CH:10][CH:11]=[N:12]3)[CH2:6][CH2:5][O:4][CH2:3][CH2:2]1.Cl[Sn]Cl. Product: [NH2:27][C:22]1[CH:23]=[CH:24][CH:25]=[CH:26][C:21]=1[S:18]([NH:17][C:14]1[CH:15]=[CH:16][C:7]([N:1]2[CH2:6][CH2:5][O:4][CH2:3][CH2:2]2)=[C:8]2[C:13]=1[N:12]=[CH:11][CH:10]=[CH:9]2)(=[O:20])=[O:19]. The catalyst class is: 14. (4) Reactant: [C:1]([O:5][C:6]([NH:8][C:9]1[N:14]=[C:13]([CH2:15][CH2:16][N:17]([C:25]2[CH:30]=[CH:29][C:28]([NH:31][C:32]([C:34]3[C:35](Cl)=[N:36][C:37]([CH3:40])=[CH:38][CH:39]=3)=[O:33])=[CH:27][CH:26]=2)[C:18](=[O:24])[O:19][C:20]([CH3:23])([CH3:22])[CH3:21])[CH:12]=[CH:11][CH:10]=1)=[O:7])([CH3:4])([CH3:3])[CH3:2].[CH3:42][NH:43][CH3:44]. Product: [C:1]([O:5][C:6]([NH:8][C:9]1[N:14]=[C:13]([CH2:15][CH2:16][N:17]([C:25]2[CH:30]=[CH:29][C:28]([NH:31][C:32]([C:34]3[C:35]([N:43]([CH3:44])[CH3:42])=[N:36][C:37]([CH3:40])=[CH:38][CH:39]=3)=[O:33])=[CH:27][CH:26]=2)[C:18](=[O:24])[O:19][C:20]([CH3:23])([CH3:22])[CH3:21])[CH:12]=[CH:11][CH:10]=1)=[O:7])([CH3:4])([CH3:3])[CH3:2]. The catalyst class is: 7. (5) Reactant: [CH2:1]([O:9][C:10]1[CH:15]=[CH:14][C:13]([C:16]2[CH:21]=[CH:20][C:19]([C:22]([OH:24])=[O:23])=[CH:18][CH:17]=2)=[CH:12][CH:11]=1)[CH2:2][CH2:3][CH2:4][CH2:5][CH2:6][CH2:7][CH3:8].[F:25][C:26]1[C:31](O)=[C:30]([F:33])[C:29]([F:34])=[C:28]([F:35])[C:27]=1[F:36].C1(N=C=NC2CCCCC2)CCCCC1. Product: [CH2:1]([O:9][C:10]1[CH:15]=[CH:14][C:13]([C:16]2[CH:21]=[CH:20][C:19]([C:22]([O:24][C:31]3[C:30]([F:33])=[C:29]([F:34])[C:28]([F:35])=[C:27]([F:36])[C:26]=3[F:25])=[O:23])=[CH:18][CH:17]=2)=[CH:12][CH:11]=1)[CH2:2][CH2:3][CH2:4][CH2:5][CH2:6][CH2:7][CH3:8]. The catalyst class is: 4. (6) Reactant: [H-].[Na+].[CH:3]1([OH:8])[CH2:7][CH2:6][CH2:5][CH2:4]1.Br[C:10]1[C:15]([O:16][CH3:17])=[CH:14][CH:13]=[C:12]([I:18])[N:11]=1. The catalyst class is: 3. Product: [CH:3]1([O:8][C:10]2[C:15]([O:16][CH3:17])=[CH:14][CH:13]=[C:12]([I:18])[N:11]=2)[CH2:7][CH2:6][CH2:5][CH2:4]1. (7) Reactant: [CH3:1][S:2][C:3]1[S:4][C:5]2[CH:11]=[C:10]([CH2:12][OH:13])[CH:9]=[CH:8][C:6]=2[N:7]=1.CC(OI1(OC(C)=O)(OC(C)=O)OC(=O)C2C=CC=CC1=2)=O.S([O-])([O-])=O.[Na+].[Na+].C(=O)(O)[O-].[Na+]. Product: [CH3:1][S:2][C:3]1[S:4][C:5]2[CH:11]=[C:10]([CH:12]=[O:13])[CH:9]=[CH:8][C:6]=2[N:7]=1. The catalyst class is: 2.